The task is: Predict the product of the given reaction.. This data is from Forward reaction prediction with 1.9M reactions from USPTO patents (1976-2016). (1) Given the reactants [Br:1][C:2]1[C:11](=[O:12])[C:10]2[C:5](=[CH:6][CH:7]=[CH:8][CH:9]=2)[C:4](=[O:13])[C:3]=1[CH2:14][CH:15]([CH3:21])[C:16]([O:18]CC)=[O:17].BrC1C(=O)C2C(=CC=CC=2)C(=O)C=1CCC(O)=O, predict the reaction product. The product is: [Br:1][C:2]1[C:11](=[O:12])[C:10]2[C:5](=[CH:6][CH:7]=[CH:8][CH:9]=2)[C:4](=[O:13])[C:3]=1[CH2:14][CH:15]([CH3:21])[C:16]([OH:18])=[O:17]. (2) Given the reactants [OH:1][N:2]=[C:3](Cl)[C:4]1[CH:9]=[N:8][CH:7]=[CH:6][N:5]=1.[C:11]([C:13]1[CH:18]=[CH:17][CH:16]=[CH:15][CH:14]=1)#[CH:12].N, predict the reaction product. The product is: [C:13]1([C:11]2[O:1][N:2]=[C:3]([C:4]3[CH:9]=[N:8][CH:7]=[CH:6][N:5]=3)[CH:12]=2)[CH:18]=[CH:17][CH:16]=[CH:15][CH:14]=1. (3) Given the reactants [C:1]1([C:7]([C:35]2[CH:40]=[CH:39][CH:38]=[CH:37][CH:36]=2)([C:29]2[CH:34]=[CH:33][CH:32]=[CH:31][CH:30]=2)[N:8]2[CH:12]=[CH:11][N:10]=[C:9]2[NH:13][CH2:14][CH2:15][CH2:16][N:17]2[C:25]3[C:20](=[CH:21][C:22]([C:26](O)=[O:27])=[CH:23][CH:24]=3)[CH:19]=[N:18]2)[CH:6]=[CH:5][CH:4]=[CH:3][CH:2]=1.[NH2:41][CH2:42][CH:43]([NH:48][S:49]([C:52]1[C:57]([CH3:58])=[CH:56][C:55]([O:59][CH2:60][CH2:61][CH2:62][C:63](=[O:89])[NH:64][CH2:65][CH2:66][CH2:67][O:68][CH2:69][CH2:70][O:71][CH2:72][CH2:73][O:74][CH2:75][CH2:76][CH2:77][NH:78][C:79]([O:81][CH2:82][C:83]2[CH:88]=[CH:87][CH:86]=[CH:85][CH:84]=2)=[O:80])=[CH:54][C:53]=1[CH3:90])(=[O:51])=[O:50])[C:44]([O:46][CH3:47])=[O:45].CCN(C(C)C)C(C)C.CN(C(ON1N=NC2C=CC=CC1=2)=[N+](C)C)C.F[P-](F)(F)(F)(F)F, predict the reaction product. The product is: [CH3:58][C:57]1[CH:56]=[C:55]([O:59][CH2:60][CH2:61][CH2:62][C:63](=[O:89])[NH:64][CH2:65][CH2:66][CH2:67][O:68][CH2:69][CH2:70][O:71][CH2:72][CH2:73][O:74][CH2:75][CH2:76][CH2:77][NH:78][C:79]([O:81][CH2:82][C:83]2[CH:88]=[CH:87][CH:86]=[CH:85][CH:84]=2)=[O:80])[CH:54]=[C:53]([CH3:90])[C:52]=1[S:49]([NH:48][CH:43]([CH2:42][NH:41][C:26]([C:22]1[CH:21]=[C:20]2[C:25](=[CH:24][CH:23]=1)[N:17]([CH2:16][CH2:15][CH2:14][NH:13][C:9]1[N:8]([C:7]([C:35]3[CH:40]=[CH:39][CH:38]=[CH:37][CH:36]=3)([C:29]3[CH:30]=[CH:31][CH:32]=[CH:33][CH:34]=3)[C:1]3[CH:6]=[CH:5][CH:4]=[CH:3][CH:2]=3)[CH:12]=[CH:11][N:10]=1)[N:18]=[CH:19]2)=[O:27])[C:44]([O:46][CH3:47])=[O:45])(=[O:51])=[O:50]. (4) The product is: [CH2:21]([O:16][C:13]([CH3:12])=[C:4]([N+:1]([O-:3])=[O:2])[C:5]([O:7][CH2:8][CH3:9])=[O:6])[CH3:22]. Given the reactants [N+:1]([CH2:4][C:5]([O:7][CH2:8][CH3:9])=[O:6])([O-:3])=[O:2].C([C:12](CC)(CC)[C:13]([O-:16])([O-])[O-])C.[CH2:21](O)[CH3:22], predict the reaction product. (5) Given the reactants [NH2:1][C:2]1[CH:7]=[CH:6][C:5]([Cl:8])=[CH:4][C:3]=1[C:9]1[N:14]=[CH:13][N:12]=[C:11]([NH:15][CH2:16][C:17]2[CH:22]=[CH:21][CH:20]=[C:19]([C:23]([F:26])([F:25])[F:24])[CH:18]=2)[CH:10]=1.[CH2:27]([N:29]([CH2:44][CH3:45])[CH2:30][CH2:31][N:32]([CH2:34][C:35]1[CH:36]=[C:37]([CH:41]=[CH:42][CH:43]=1)[C:38](O)=[O:39])[CH3:33])[CH3:28].CN(C(ON1N=NC2C=CC=NC1=2)=[N+](C)C)C.F[P-](F)(F)(F)(F)F.C(N(CC)C(C)C)(C)C, predict the reaction product. The product is: [Cl:8][C:5]1[CH:6]=[CH:7][C:2]([NH:1][C:38](=[O:39])[C:37]2[CH:41]=[CH:42][CH:43]=[C:35]([CH2:34][N:32]([CH2:31][CH2:30][N:29]([CH2:44][CH3:45])[CH2:27][CH3:28])[CH3:33])[CH:36]=2)=[C:3]([C:9]2[CH:10]=[C:11]([NH:15][CH2:16][C:17]3[CH:22]=[CH:21][CH:20]=[C:19]([C:23]([F:25])([F:24])[F:26])[CH:18]=3)[N:12]=[CH:13][N:14]=2)[CH:4]=1. (6) Given the reactants C([SiH](CC)CC)C.[Br:8][CH2:9][C:10]([C:12]1[C:17]([CH3:18])=[CH:16][C:15]([NH:19][C:20](=[O:22])[CH3:21])=[C:14]([CH3:23])[CH:13]=1)=O, predict the reaction product. The product is: [Br:8][CH2:9][CH2:10][C:12]1[C:17]([CH3:18])=[CH:16][C:15]([NH:19][C:20](=[O:22])[CH3:21])=[C:14]([CH3:23])[CH:13]=1. (7) Given the reactants [C:1]1([CH2:11][NH:12][C:13](=[O:20])[NH:14][O:15][CH2:16][C:17]([OH:19])=O)[C:10]2[C:5](=[CH:6][CH:7]=[CH:8][CH:9]=2)[CH:4]=[CH:3][CH:2]=1.[NH2:21][C@@H:22]([CH2:45][C:46]([NH:48][C:49]([C:62]1[CH:67]=[CH:66][CH:65]=[CH:64][CH:63]=1)([C:56]1[CH:61]=[CH:60][CH:59]=[CH:58][CH:57]=1)[C:50]1[CH:55]=[CH:54][CH:53]=[CH:52][CH:51]=1)=[O:47])[C:23]([N:25]([CH2:35][C:36]1[C:37]2[CH:44]=[CH:43][CH:42]=[CH:41][C:38]=2[S:39][CH:40]=1)[C@@H:26]([CH3:34])[CH:27]([O:31][CH2:32][CH3:33])[O:28][CH2:29][CH3:30])=[O:24], predict the reaction product. The product is: [S:39]1[CH:40]=[C:36]([CH2:35][N:25]([C@@H:26]([CH3:34])[CH:27]([O:28][CH2:29][CH3:30])[O:31][CH2:32][CH3:33])[C:23](=[O:24])[C@@H:22]([NH:21][C:17](=[O:19])[CH2:16][O:15][NH:14][C:13]([NH:12][CH2:11][C:1]2[C:10]3[C:5](=[CH:6][CH:7]=[CH:8][CH:9]=3)[CH:4]=[CH:3][CH:2]=2)=[O:20])[CH2:45][C:46](=[O:47])[NH:48][C:49]([C:50]2[CH:51]=[CH:52][CH:53]=[CH:54][CH:55]=2)([C:62]2[CH:67]=[CH:66][CH:65]=[CH:64][CH:63]=2)[C:56]2[CH:57]=[CH:58][CH:59]=[CH:60][CH:61]=2)[C:37]2[CH:44]=[CH:43][CH:42]=[CH:41][C:38]1=2. (8) The product is: [CH2:31]([O:33][C:34](=[O:60])[C:35]1[CH:40]=[CH:39][C:38]([C:41]2[N:42]=[C:43]3[C:48](=[N:49][CH:50]=2)[N:47]=[C:46]([NH:18][CH2:19][C:20]2[CH:21]=[CH:22][C:23]([S:26](=[O:28])(=[O:27])[NH2:29])=[CH:24][CH:25]=2)[N:45]=[C:44]3[NH:54][CH2:55][C:56]([F:58])([F:59])[F:57])=[CH:37][CH:36]=1)[CH3:32]. Given the reactants FC1C=CC(C2N=C3C(=NC=2)N=C([NH:18][CH2:19][C:20]2[CH:25]=[CH:24][C:23]([S:26]([NH2:29])(=[O:28])=[O:27])=[CH:22][CH:21]=2)NC3=O)=CC=1.[CH2:31]([O:33][C:34](=[O:60])[C:35]1[CH:40]=[CH:39][C:38]([C:41]2[N:42]=[C:43]3[C:48](=[N:49][CH:50]=2)[N:47]=[C:46](S(C)=O)[N:45]=[C:44]3[NH:54][CH2:55][C:56]([F:59])([F:58])[F:57])=[CH:37][CH:36]=1)[CH3:32], predict the reaction product. (9) Given the reactants Cl[C:2]1[C:11]2[C:6](=[C:7]([O:12][CH3:13])[CH:8]=[CH:9][CH:10]=2)[N:5]=[C:4]([CH3:14])[CH:3]=1.[Cl:15][C:16]1[CH:21]=[CH:20][C:19]([C@H:22]([NH2:24])[CH3:23])=[CH:18][CH:17]=1, predict the reaction product. The product is: [Cl:15][C:16]1[CH:21]=[CH:20][C:19]([C@H:22]([NH:24][C:2]2[C:11]3[C:6](=[C:7]([O:12][CH3:13])[CH:8]=[CH:9][CH:10]=3)[N:5]=[C:4]([CH3:14])[CH:3]=2)[CH3:23])=[CH:18][CH:17]=1.